Predict the reactants needed to synthesize the given product. From a dataset of Full USPTO retrosynthesis dataset with 1.9M reactions from patents (1976-2016). (1) The reactants are: [Cl:1][C:2]1[CH:3]=[C:4]([N:10]2[C@@H:18]([CH:19]3[CH2:23][CH2:22][CH2:21][CH2:20]3)[C@@H:17]3[C:12]([C:13]4[CH:27]=[CH:26][C:25]([C:28]([OH:30])=O)=[CH:24][C:14]=4[CH2:15][CH2:16]3)=[N:11]2)[CH:5]=[CH:6][C:7]=1[C:8]#[N:9].ON1C2C=CC=CC=2N=N1.C(N(CC)CC)C.F[B-](F)(F)F.N1(OC(N(C)C)=[N+](C)C)C2C=CC=CC=2N=N1.[CH3:70][S:71]([CH2:74][CH2:75][NH2:76])(=[O:73])=[O:72]. Given the product [Cl:1][C:2]1[CH:3]=[C:4]([N:10]2[C@@H:18]([CH:19]3[CH2:23][CH2:22][CH2:21][CH2:20]3)[C@@H:17]3[C:12]([C:13]4[CH:27]=[CH:26][C:25]([C:28]([NH:76][CH2:75][CH2:74][S:71]([CH3:70])(=[O:73])=[O:72])=[O:30])=[CH:24][C:14]=4[CH2:15][CH2:16]3)=[N:11]2)[CH:5]=[CH:6][C:7]=1[C:8]#[N:9], predict the reactants needed to synthesize it. (2) Given the product [CH3:6][O:7][CH2:8][O:9][C:10]1[CH:15]=[CH:14][C:13]([C:16]2[CH:21]=[CH:20][CH:19]=[CH:18][CH:17]=2)=[CH:12][C:11]=1[B:24]([OH:25])[OH:23], predict the reactants needed to synthesize it. The reactants are: C([Li])CCC.[CH3:6][O:7][CH2:8][O:9][C:10]1[CH:15]=[CH:14][C:13]([C:16]2[CH:21]=[CH:20][CH:19]=[CH:18][CH:17]=2)=[CH:12][CH:11]=1.C[O:23][B:24](OC)[O:25]C.Cl. (3) The reactants are: C(OC([NH:8][C@@H:9]1[CH2:14][CH2:13][CH2:12][N:11]([C:15]2[N:19](COC)[N:18]=[C:17]([C:23]([NH:25][CH:26]([C:31](=O)[CH3:32])[C:27]([O:29][CH3:30])=[O:28])=[O:24])[C:16]=2[CH2:34][C:35]2[CH:40]=[CH:39][CH:38]=[CH:37][C:36]=2[Cl:41])[CH2:10]1)=O)(C)(C)C.O. Given the product [ClH:41].[NH2:8][C@@H:9]1[CH2:14][CH2:13][CH2:12][N:11]([C:15]2[C:16]([CH2:34][C:35]3[CH:40]=[CH:39][CH:38]=[CH:37][C:36]=3[Cl:41])=[C:17]3[C:23](=[O:24])[NH:25][C:26]([C:27]([O:29][CH3:30])=[O:28])=[C:31]([CH3:32])[N:18]3[N:19]=2)[CH2:10]1, predict the reactants needed to synthesize it. (4) The reactants are: [CH3:1][O:2][CH2:3][CH2:4][N:5]1[CH2:10][CH2:9][N:8]([C:11]2[CH:16]=[CH:15][C:14]([N+:17]([O-])=O)=[CH:13][CH:12]=2)[CH2:7][CH2:6]1. Given the product [CH3:1][O:2][CH2:3][CH2:4][N:5]1[CH2:10][CH2:9][N:8]([C:11]2[CH:16]=[CH:15][C:14]([NH2:17])=[CH:13][CH:12]=2)[CH2:7][CH2:6]1, predict the reactants needed to synthesize it. (5) The reactants are: [Cl-].O[NH3+:3].[C:4](=[O:7])([O-])[OH:5].[Na+].CS(C)=O.[CH2:13]([C:17]1[N:18]=[C:19]([CH3:56])[N:20]([C:39]2[CH:40]=[C:41]3[C:45](=[CH:46][CH:47]=2)[CH2:44][CH2:43][CH:42]3[O:48][Si:49]([C:52]([CH3:55])([CH3:54])[CH3:53])([CH3:51])[CH3:50])[C:21](=[O:38])[C:22]=1[CH2:23][C:24]1[CH:29]=[CH:28][C:27]([C:30]2[C:31]([C:36]#[N:37])=[CH:32][CH:33]=[CH:34][CH:35]=2)=[CH:26][CH:25]=1)[CH2:14][CH2:15][CH3:16]. Given the product [CH2:13]([C:17]1[N:18]=[C:19]([CH3:56])[N:20]([C:39]2[CH:40]=[C:41]3[C:45](=[CH:46][CH:47]=2)[CH2:44][CH2:43][CH:42]3[O:48][Si:49]([C:52]([CH3:55])([CH3:54])[CH3:53])([CH3:51])[CH3:50])[C:21](=[O:38])[C:22]=1[CH2:23][C:24]1[CH:25]=[CH:26][C:27]([C:30]2[CH:35]=[CH:34][CH:33]=[CH:32][C:31]=2[C:36]2[NH:3][C:4](=[O:7])[O:5][N:37]=2)=[CH:28][CH:29]=1)[CH2:14][CH2:15][CH3:16], predict the reactants needed to synthesize it. (6) Given the product [F:1][C:2]1[CH:7]=[CH:6][CH:5]=[C:4]([F:8])[C:3]=1[CH2:9][S:10]([C:13]1[CH:14]=[C:15]2[C:19](=[CH:20][CH:21]=1)[NH:18][C:17](=[O:22])/[C:16]/2=[CH:23]\[C:24]1[NH:28][C:27]([CH3:29])=[C:26]([C:30]([N:34]2[CH2:38][CH2:37][C@@H:36]([OH:39])[CH2:35]2)=[O:32])[C:25]=1[CH3:33])(=[O:11])=[O:12], predict the reactants needed to synthesize it. The reactants are: [F:1][C:2]1[CH:7]=[CH:6][CH:5]=[C:4]([F:8])[C:3]=1[CH2:9][S:10]([C:13]1[CH:14]=[C:15]2[C:19](=[CH:20][CH:21]=1)[NH:18][C:17](=[O:22])/[C:16]/2=[CH:23]\[C:24]1[NH:28][C:27]([CH3:29])=[C:26]([C:30]([OH:32])=O)[C:25]=1[CH3:33])(=[O:12])=[O:11].[NH:34]1[CH2:38][CH2:37][C@@H:36]([OH:39])[CH2:35]1.CN(C(ON1N=NC2C=CC=NC1=2)=[N+](C)C)C.F[P-](F)(F)(F)(F)F.